From a dataset of Catalyst prediction with 721,799 reactions and 888 catalyst types from USPTO. Predict which catalyst facilitates the given reaction. (1) Reactant: [Br:1][C:2]1[CH:7]=[CH:6][C:5]([NH:8][C:9]2[C:14]([CH2:15][CH3:16])=[C:13]([CH3:17])[N:12]=[C:11]([C:18]3[S:19][C:20]([Cl:23])=[CH:21][CH:22]=3)[N:10]=2)=[CH:4][C:3]=1[CH2:24][OH:25].[C:26](Cl)(=[O:28])[CH3:27].N1C=CC=CC=1. Product: [C:26]([O:25][CH2:24][C:3]1[CH:4]=[C:5]([NH:8][C:9]2[C:14]([CH2:15][CH3:16])=[C:13]([CH3:17])[N:12]=[C:11]([C:18]3[S:19][C:20]([Cl:23])=[CH:21][CH:22]=3)[N:10]=2)[CH:6]=[CH:7][C:2]=1[Br:1])(=[O:28])[CH3:27]. The catalyst class is: 777. (2) Reactant: [NH:1]1[CH2:6][CH2:5][CH:4]([NH:7][C:8](=[O:14])[O:9][C:10]([CH3:13])([CH3:12])[CH3:11])[CH2:3][CH2:2]1.C(N(CC)CC)C.[C:22](Cl)(=[O:29])[C:23]1[CH:28]=[CH:27][CH:26]=[CH:25][CH:24]=1. Product: [C:22]([N:1]1[CH2:2][CH2:3][CH:4]([NH:7][C:8](=[O:14])[O:9][C:10]([CH3:11])([CH3:13])[CH3:12])[CH2:5][CH2:6]1)(=[O:29])[C:23]1[CH:28]=[CH:27][CH:26]=[CH:25][CH:24]=1. The catalyst class is: 4. (3) Reactant: [F:1][C:2]1[CH:3]=[C:4]([N:8]2[CH2:12][CH2:11][NH:10][C:9]2=[O:13])[CH:5]=[CH:6][CH:7]=1.[Cl:14][C:15](Cl)([O:17]C(=O)OC(Cl)(Cl)Cl)Cl. The catalyst class is: 1. Product: [F:1][C:2]1[CH:3]=[C:4]([N:8]2[CH2:12][CH2:11][N:10]([C:15]([Cl:14])=[O:17])[C:9]2=[O:13])[CH:5]=[CH:6][CH:7]=1. (4) Reactant: [NH2:1][C:2]1[CH:7]=[C:6]([C:8]([F:11])([F:10])[F:9])[CH:5]=[CH:4][C:3]=1[C:12]1[N:17]=[CH:16][N:15]=[C:14]([O:18][C:19]2[C:24]3[N:25]=[C:26]([NH:28][C:29](=[O:31])[CH3:30])[S:27][C:23]=3[CH:22]=[CH:21][CH:20]=2)[CH:13]=1.[CH2:32]([N:39]1[C:43]([CH:44]=O)=[CH:42][N:41]=[CH:40]1)[C:33]1[CH:38]=[CH:37][CH:36]=[CH:35][CH:34]=1.C(O[BH-](OC(=O)C)OC(=O)C)(=O)C.[Na+]. Product: [CH2:32]([N:39]1[C:43]([CH2:44][NH:1][C:2]2[CH:7]=[C:6]([C:8]([F:11])([F:9])[F:10])[CH:5]=[CH:4][C:3]=2[C:12]2[N:17]=[CH:16][N:15]=[C:14]([O:18][C:19]3[C:24]4[N:25]=[C:26]([NH:28][C:29](=[O:31])[CH3:30])[S:27][C:23]=4[CH:22]=[CH:21][CH:20]=3)[CH:13]=2)=[CH:42][N:41]=[CH:40]1)[C:33]1[CH:34]=[CH:35][CH:36]=[CH:37][CH:38]=1. The catalyst class is: 26. (5) Reactant: CC(C[AlH]CC(C)C)C.[F:10][C:11]([F:29])([F:28])[C:12]1[CH:17]=[CH:16][C:15]([C:18]2[CH:23]=[CH:22][N:21]=[C:20]([C:24](OC)=[O:25])[N:19]=2)=[CH:14][CH:13]=1. Product: [F:29][C:11]([F:10])([F:28])[C:12]1[CH:13]=[CH:14][C:15]([C:18]2[CH:23]=[CH:22][N:21]=[C:20]([CH:24]=[O:25])[N:19]=2)=[CH:16][CH:17]=1. The catalyst class is: 4. (6) Reactant: [Se-2:1].[Na+].[Na+].Cl[C:5]([C:9]1[CH:14]=[CH:13][CH:12]=[CH:11][CH:10]=1)=[CH:6][C:7]#[N:8].Cl[CH2:16][C:17]#[N:18].C[O-].[Na+]. Product: [NH2:8][C:7]1[CH:6]=[C:5]([C:9]2[CH:14]=[CH:13][CH:12]=[CH:11][CH:10]=2)[Se:1][C:16]=1[C:17]#[N:18]. The catalyst class is: 656.